From a dataset of Peptide-MHC class II binding affinity with 134,281 pairs from IEDB. Regression. Given a peptide amino acid sequence and an MHC pseudo amino acid sequence, predict their binding affinity value. This is MHC class II binding data. (1) The peptide sequence is NGILKKLSSIKSKSR. The MHC is HLA-DQA10301-DQB10302 with pseudo-sequence HLA-DQA10301-DQB10302. The binding affinity (normalized) is 0. (2) The peptide sequence is MLLDNMEVRGGMVAP. The MHC is HLA-DQA10102-DQB10501 with pseudo-sequence HLA-DQA10102-DQB10501. The binding affinity (normalized) is 0.661. (3) The peptide sequence is VTANRAELKALIASN. The MHC is DRB1_0401 with pseudo-sequence DRB1_0401. The binding affinity (normalized) is 0.420. (4) The peptide sequence is AEHQAIISDVLTASD. The MHC is DRB1_1602 with pseudo-sequence DRB1_1602. The binding affinity (normalized) is 0.236. (5) The binding affinity (normalized) is 0.399. The peptide sequence is SSLGVDDVGTPELEL. The MHC is DRB1_0301 with pseudo-sequence DRB1_0301. (6) The binding affinity (normalized) is 0.130. The MHC is DRB1_0301 with pseudo-sequence DRB1_0301. The peptide sequence is PGMMMGMFNMLSTVL. (7) The peptide sequence is SLKTALTGAMRVTKD. The MHC is DRB1_0404 with pseudo-sequence DRB1_0404. The binding affinity (normalized) is 0.0888. (8) The MHC is HLA-DPA10201-DPB11401 with pseudo-sequence HLA-DPA10201-DPB11401. The peptide sequence is YHFDLSGHAFGAMAK. The binding affinity (normalized) is 0.0228. (9) The peptide sequence is GDGFIDFNEFISFCN. The MHC is HLA-DQA10501-DQB10301 with pseudo-sequence HLA-DQA10501-DQB10301. The binding affinity (normalized) is 0.437. (10) The peptide sequence is TDDNEEPIAAYHFDL. The MHC is DRB1_0301 with pseudo-sequence DRB1_0301. The binding affinity (normalized) is 0.220.